Dataset: Forward reaction prediction with 1.9M reactions from USPTO patents (1976-2016). Task: Predict the product of the given reaction. (1) Given the reactants [C:1]([C:3]1[CH:4]=[N:5][N:6]2[C:11]([C:12]([F:15])([F:14])[F:13])=[CH:10][C:9]([C:16]3[CH:21]=[CH:20][C:19]([C:22]([F:25])([F:24])[F:23])=[CH:18][CH:17]=3)=[N:8][C:7]=12)#[CH:2].[N:26]1([CH2:32][CH2:33][NH:34][S:35]([C:38]2[S:39][C:40](Cl)=[CH:41][CH:42]=2)(=[O:37])=[O:36])[CH2:31][CH2:30][O:29][CH2:28][CH2:27]1, predict the reaction product. The product is: [N:26]1([CH2:32][CH2:33][NH:34][S:35]([C:38]2[S:39][C:40]([C:2]#[C:1][C:3]3[CH:4]=[N:5][N:6]4[C:11]([C:12]([F:14])([F:13])[F:15])=[CH:10][C:9]([C:16]5[CH:21]=[CH:20][C:19]([C:22]([F:25])([F:24])[F:23])=[CH:18][CH:17]=5)=[N:8][C:7]=34)=[CH:41][CH:42]=2)(=[O:36])=[O:37])[CH2:31][CH2:30][O:29][CH2:28][CH2:27]1. (2) Given the reactants [F:1][C:2]([F:14])([F:13])[O:3][C:4]1[CH:9]=[CH:8][C:7](B(O)O)=[CH:6][CH:5]=1.Br[C:16]1[CH:21]=[CH:20][C:19]([C:22]2[O:23][C:24]([CH3:35])=[C:25]([CH2:27][CH2:28][N:29]3[CH2:33][CH2:32][CH2:31][C@H:30]3[CH3:34])[N:26]=2)=[CH:18][CH:17]=1, predict the reaction product. The product is: [CH3:35][C:24]1[O:23][C:22]([C:19]2[CH:20]=[CH:21][C:16]([C:7]3[CH:8]=[CH:9][C:4]([O:3][C:2]([F:14])([F:13])[F:1])=[CH:5][CH:6]=3)=[CH:17][CH:18]=2)=[N:26][C:25]=1[CH2:27][CH2:28][N:29]1[CH2:33][CH2:32][CH2:31][C@H:30]1[CH3:34]. (3) Given the reactants [CH2:1]([O:5][CH2:6][CH2:7][O:8][C:9]1[CH:14]=[CH:13][C:12]([C:15]2[CH:16]=[CH:17][C:18]3[NH:24][CH2:23][CH2:22][C:21]([C:25]([NH:27][C:28]4[CH:33]=[CH:32][C:31]([CH:34]([OH:42])[C:35]5[CH:40]=[CH:39][CH:38]=[CH:37][N+:36]=5[O-:41])=[C:30]([CH3:43])[CH:29]=4)=[O:26])=[CH:20][C:19]=3[CH:44]=2)=[CH:11][CH:10]=1)[CH2:2][CH2:3][CH3:4].C(=O)(O)[O-].[Na+], predict the reaction product. The product is: [CH2:1]([O:5][CH2:6][CH2:7][O:8][C:9]1[CH:10]=[CH:11][C:12]([C:15]2[CH:16]=[CH:17][C:18]3[N:24]([CH2:11][CH:12]([CH3:15])[CH3:13])[CH2:23][CH2:22][C:21]([C:25]([NH:27][C:28]4[CH:33]=[CH:32][C:31]([CH:34]([OH:42])[C:35]5[CH:40]=[CH:39][CH:38]=[CH:37][N+:36]=5[O-:41])=[C:30]([CH3:43])[CH:29]=4)=[O:26])=[CH:20][C:19]=3[CH:44]=2)=[CH:13][CH:14]=1)[CH2:2][CH2:3][CH3:4]. (4) Given the reactants F[C:2]1[CH:3]=[CH:4][C:5]([N+:9]([O-:11])=[O:10])=[C:6]([CH3:8])[CH:7]=1.[C:12]([NH:15][CH:16]1[CH2:20][CH2:19][NH:18][CH2:17]1)(=[O:14])[CH3:13].C(=O)([O-])[O-].[K+].[K+].[Cl-].[Na+], predict the reaction product. The product is: [CH3:8][C:6]1[CH:7]=[C:2]([N:18]2[CH2:19][CH2:20][CH:16]([NH:15][C:12](=[O:14])[CH3:13])[CH2:17]2)[CH:3]=[CH:4][C:5]=1[N+:9]([O-:11])=[O:10]. (5) Given the reactants [CH2:1]([O:3][C@@H:4]1[CH2:8][N:7]([CH:9]2[CH2:14][CH2:13][O:12][CH2:11][CH2:10]2)[CH2:6][C@H:5]1[NH:15][C:16](=[O:31])[CH2:17][NH:18][C:19](=[O:30])[C:20]1[CH:25]=[CH:24][CH:23]=[C:22]([C:26]([F:29])([F:28])[F:27])[CH:21]=1)[CH3:2].Br[CH:33](C)C.BrCC, predict the reaction product. The product is: [CH:1]([O:3][C@@H:4]1[CH2:8][N:7]([CH:9]2[CH2:14][CH2:13][O:12][CH2:11][CH2:10]2)[CH2:6][C@H:5]1[NH:15][C:16](=[O:31])[CH2:17][NH:18][C:19](=[O:30])[C:20]1[CH:25]=[CH:24][CH:23]=[C:22]([C:26]([F:28])([F:27])[F:29])[CH:21]=1)([CH3:33])[CH3:2]. (6) Given the reactants Br[C:2]1[CH:3]=[C:4]([O:9][CH:10]([C:12]2[C:17]([Cl:18])=[CH:16][CH:15]=[C:14]([F:19])[C:13]=2[Cl:20])[CH3:11])[C:5]([NH2:8])=[N:6][CH:7]=1.Br[C:22]1[C:27]([O:28][CH3:29])=[CH:26][C:25](B(O)O)=[C:24]([F:33])[CH:23]=1.[CH3:34][PH:35](=[O:37])[CH3:36], predict the reaction product. The product is: [Cl:20][C:13]1[C:14]([F:19])=[CH:15][CH:16]=[C:17]([Cl:18])[C:12]=1[CH:10]([O:9][C:4]1[C:5]([NH2:8])=[N:6][CH:7]=[C:2]([C:25]2[CH:26]=[C:27]([O:28][CH3:29])[C:22]([P:35]([CH3:36])([CH3:34])=[O:37])=[CH:23][C:24]=2[F:33])[CH:3]=1)[CH3:11].